This data is from Catalyst prediction with 721,799 reactions and 888 catalyst types from USPTO. The task is: Predict which catalyst facilitates the given reaction. (1) Reactant: [NH2:1][C:2]1[CH:3]=[C:4]2[C:9](=[CH:10][CH:11]=1)[N:8]=[CH:7][C:6]([C:12]#[N:13])=[C:5]2[NH:14][C:15]1[CH:20]=[CH:19][C:18]([F:21])=[C:17]([Cl:22])[CH:16]=1.[N+:23]([C:26]1[O:30][C:29]([CH:31]=O)=[CH:28][CH:27]=1)([O-:25])=[O:24].[BH3-]C#N.[Na+]. Product: [Cl:22][C:17]1[CH:16]=[C:15]([NH:14][C:5]2[C:4]3[C:9](=[CH:10][CH:11]=[C:2]([NH:1][CH2:31][C:29]4[O:30][C:26]([N+:23]([O-:25])=[O:24])=[CH:27][CH:28]=4)[CH:3]=3)[N:8]=[CH:7][C:6]=2[C:12]#[N:13])[CH:20]=[CH:19][C:18]=1[F:21]. The catalyst class is: 14. (2) Reactant: C1(C2C=CC([CH:13]([NH:23][C:24]([NH:26][C:27]3[CH:32]=[CH:31][C:30]([S:33][C:34]([F:37])([F:36])[F:35])=[CH:29][CH:28]=3)=[O:25])[C:14]3[CH:22]=[CH:21][C:17]([C:18]([OH:20])=O)=[CH:16][CH:15]=3)=CC=2)CCCCC1.[CH:38]1[CH:43]=N[C:41]2N(O)N=N[C:40]=2[CH:39]=1.CCN=C=N[CH2:53][CH2:54][CH2:55]N(C)C.Cl.[CH3:60][O:61][C:62](=[O:67])[C@H:63]([OH:66])[CH2:64][NH2:65].[CH:68](N(C(C)C)CC)([CH3:70])[CH3:69].[CH3:77]N(C=O)C. Product: [CH3:60][O:61][C:62](=[O:67])[C@H:63]([OH:66])[CH2:64][NH:65][C:18](=[O:20])[C:17]1[CH:21]=[CH:22][C:14]([CH2:13][N:23]([C:38]2[CH:43]=[CH:77][C:41]([CH:53]3[CH2:54][CH2:55][CH2:70][CH2:68][CH2:69]3)=[CH:40][CH:39]=2)[C:24]([NH:26][C:27]2[CH:32]=[CH:31][C:30]([S:33][C:34]([F:36])([F:35])[F:37])=[CH:29][CH:28]=2)=[O:25])=[CH:15][CH:16]=1. The catalyst class is: 69. (3) Product: [CH2:1]([NH:3][C:4](=[O:31])[NH:5][C:6]1[N:11]=[CH:10][C:9]([C:12]2[CH:17]=[CH:16][N:15]=[C:14]([C:18]([OH:20])=[O:19])[CH:13]=2)=[C:8]([C:22]2[S:23][CH:24]=[C:25]([C:27]([F:30])([F:28])[F:29])[N:26]=2)[CH:7]=1)[CH3:2]. The catalyst class is: 36. Reactant: [CH2:1]([NH:3][C:4](=[O:31])[NH:5][C:6]1[N:11]=[CH:10][C:9]([C:12]2[CH:17]=[CH:16][N:15]=[C:14]([C:18]([O:20]C)=[O:19])[CH:13]=2)=[C:8]([C:22]2[S:23][CH:24]=[C:25]([C:27]([F:30])([F:29])[F:28])[N:26]=2)[CH:7]=1)[CH3:2].[Li+].[OH-].Cl. (4) Reactant: [CH:1]1([C:7]2[C:8]3[S:22][C:21]([C:23]([O:25][CH2:26][CH3:27])=[O:24])=[CH:20][C:9]=3[N:10]([CH3:19])[C:11]=2[C:12]2[CH:17]=[CH:16][C:15]([OH:18])=[CH:14][CH:13]=2)[CH2:6][CH2:5][CH2:4][CH2:3][CH2:2]1.Cl[CH2:29][C:30]1[CH:31]=[C:32]([N:42]([CH3:46])[C:43](=[O:45])[CH3:44])[CH:33]=[CH:34][C:35]=1[N:36]1[CH2:41][CH2:40][O:39][CH2:38][CH2:37]1.C(=O)([O-])[O-].[K+].[K+].C(OCC)(=O)C. Product: [C:43]([N:42]([C:32]1[CH:33]=[CH:34][C:35]([N:36]2[CH2:41][CH2:40][O:39][CH2:38][CH2:37]2)=[C:30]([CH:31]=1)[CH2:29][O:18][C:15]1[CH:16]=[CH:17][C:12]([C:11]2[N:10]([CH3:19])[C:9]3[CH:20]=[C:21]([C:23]([O:25][CH2:26][CH3:27])=[O:24])[S:22][C:8]=3[C:7]=2[CH:1]2[CH2:2][CH2:3][CH2:4][CH2:5][CH2:6]2)=[CH:13][CH:14]=1)[CH3:46])(=[O:45])[CH3:44]. The catalyst class is: 9. (5) Reactant: C(OC([NH:8][CH2:9][CH2:10][NH:11][C:12]1[N:17]=[C:16]([NH:18]C(=O)OC(C)(C)C)[C:15]([C:26](=[O:29])[CH2:27][CH3:28])=[CH:14][CH:13]=1)=O)(C)(C)C.[ClH:30]. Product: [ClH:30].[NH2:18][C:16]1[C:15]([C:26](=[O:29])[CH2:27][CH3:28])=[CH:14][CH:13]=[C:12]([NH:11][CH2:10][CH2:9][NH2:8])[N:17]=1. The catalyst class is: 472. (6) Reactant: [NH2:1][C:2]1[CH:3]=[C:4]2[C:8](=[CH:9][CH:10]=1)[NH:7][CH:6]=[C:5]2[C:11]1[CH2:16][CH2:15][N:14]([CH2:17][CH2:18][OH:19])[CH2:13][CH:12]=1.I.[S:21]1[CH:25]=[CH:24][CH:23]=[C:22]1[C:26](SC)=[NH:27].C([O-])(O)=O.[Na+]. Product: [OH:19][CH2:18][CH2:17][N:14]1[CH2:15][CH:16]=[C:11]([C:5]2[C:4]3[C:8](=[CH:9][CH:10]=[C:2]([NH:1][C:26]([C:22]4[S:21][CH:25]=[CH:24][CH:23]=4)=[NH:27])[CH:3]=3)[NH:7][CH:6]=2)[CH2:12][CH2:13]1. The catalyst class is: 8. (7) Reactant: [C:1]([O:5][C:6]([N:8]1[CH2:12][CH2:11][C:10]2([CH2:17][CH2:16][CH2:15][NH:14][CH2:13]2)[CH2:9]1)=[O:7])([CH3:4])([CH3:3])[CH3:2].[C:18](OC(=O)C)(=[O:20])[CH3:19].C(N(CC)CC)C. Product: [C:1]([O:5][C:6]([N:8]1[CH2:12][CH2:11][C:10]2([CH2:17][CH2:16][CH2:15][N:14]([C:18](=[O:20])[CH3:19])[CH2:13]2)[CH2:9]1)=[O:7])([CH3:4])([CH3:2])[CH3:3]. The catalyst class is: 2.